This data is from Forward reaction prediction with 1.9M reactions from USPTO patents (1976-2016). The task is: Predict the product of the given reaction. Given the reactants C([N:8]1[C:12]2[C:13](=[O:34])[N:14]([CH3:33])[C:15]([CH:24]([O:28][C:29]([CH3:32])([CH3:31])[CH3:30])[C:25]([OH:27])=[O:26])=[C:16]([C:17]3[CH:22]=[CH:21][C:20]([CH3:23])=[CH:19][CH:18]=3)[C:11]=2[CH:10]=[CH:9]1)C1C=CC=CC=1.[Li+].[CH3:36]C([N-]C(C)C)C.CCCCCCC.O1CCCC1.C(C1C=CC=CC=1)C.C[Si](C=[N+]=[N-])(C)C, predict the reaction product. The product is: [C:29]([O:28][CH:24]([C:15]1[N:14]([CH3:33])[C:13](=[O:34])[C:12]2[NH:8][CH:9]=[CH:10][C:11]=2[C:16]=1[C:17]1[CH:18]=[CH:19][C:20]([CH3:23])=[CH:21][CH:22]=1)[C:25]([O:27][CH3:36])=[O:26])([CH3:31])([CH3:32])[CH3:30].